This data is from Catalyst prediction with 721,799 reactions and 888 catalyst types from USPTO. The task is: Predict which catalyst facilitates the given reaction. (1) Reactant: [CH3:1][C:2]1([CH3:15])[C:11]2[C:6](=[CH:7][C:8]([CH3:12])=[CH:9][CH:10]=2)[C:5]([CH3:14])([CH3:13])[CH2:4][CH2:3]1.[Br:16][C:17]1[CH:25]=[CH:24][C:20]([C:21](Cl)=[O:22])=[CH:19][CH:18]=1.[Al+3].[Cl-].[Cl-].[Cl-]. Product: [Br:16][C:17]1[CH:25]=[CH:24][C:20]([C:21]([C:9]2[C:8]([CH3:12])=[CH:7][C:6]3[C:5]([CH3:14])([CH3:13])[CH2:4][CH2:3][C:2]([CH3:15])([CH3:1])[C:11]=3[CH:10]=2)=[O:22])=[CH:19][CH:18]=1. The catalyst class is: 2. (2) Reactant: C(OC([NH:8][C:9]1[CH:17]=[CH:16][C:12]([C:13]([OH:15])=[O:14])=[CH:11][C:10]=1[CH2:18][S:19]C(C1C=CC=CC=1)(C1C=CC=CC=1)C1C=CC=CC=1)=O)(C)(C)C.C([SiH](C(C)C)C(C)C)(C)C.FC(F)(F)C(O)=O. Product: [NH2:8][C:9]1[CH:17]=[CH:16][C:12]([C:13]([OH:15])=[O:14])=[CH:11][C:10]=1[CH2:18][SH:19]. The catalyst class is: 4. (3) Reactant: [C:1]([O:4][C@@H:5]1[C@@H:10]([O:11][C:12](=[O:14])[CH3:13])[C@H:9]([O:15][C:16](=[O:18])[CH3:17])[C@@H:8]([S:19][CH3:20])[O:7][C@H:6]1[C:21]1[CH:26]=[CH:25][C:24]([CH3:27])=[C:23]([CH2:28][C:29]2[CH:34]=[CH:33][C:32](/[CH:35]=[CH:36]/[CH2:37][C:38]([O:40][CH3:41])=[O:39])=[CH:31][CH:30]=2)[CH:22]=1)(=[O:3])[CH3:2]. Product: [C:1]([O:4][C@@H:5]1[C@@H:10]([O:11][C:12](=[O:14])[CH3:13])[C@H:9]([O:15][C:16](=[O:18])[CH3:17])[C@@H:8]([S:19][CH3:20])[O:7][C@H:6]1[C:21]1[CH:26]=[CH:25][C:24]([CH3:27])=[C:23]([CH2:28][C:29]2[CH:30]=[CH:31][C:32]([CH2:35][CH2:36][CH2:37][C:38]([O:40][CH3:41])=[O:39])=[CH:33][CH:34]=2)[CH:22]=1)(=[O:3])[CH3:2]. The catalyst class is: 358. (4) Reactant: CO[Na].[N:4]([C:7]1[CH:14]=[CH:13][C:10]([C:11]#[N:12])=[CH:9][CH:8]=1)=[C:5]=[S:6].[NH2:15][C:16]#[N:17].Cl[CH2:19][C:20]([O:22][CH3:23])=[O:21]. Product: [CH3:23][O:22][C:20]([C:19]1[S:6][C:5]([NH:4][C:7]2[CH:14]=[CH:13][C:10]([C:11]#[N:12])=[CH:9][CH:8]=2)=[N:17][C:16]=1[NH2:15])=[O:21]. The catalyst class is: 5. (5) Reactant: C([NH:5][S:6]([C:9]1[CH:14]=[CH:13][CH:12]=[C:11]([C:15]2[CH:20]=[C:19]([C:21]3[N:26]=[C:25]([C:27]4[CH:32]=[CH:31][C:30]([Cl:33])=[C:29]([Cl:34])[CH:28]=4)[CH:24]=[C:23]([C:35]([F:38])([F:37])[F:36])[N:22]=3)[CH:18]=[CH:17][N:16]=2)[CH:10]=1)(=[O:8])=[O:7])(C)(C)C.C(O)(C(F)(F)F)=O. Product: [Cl:34][C:29]1[CH:28]=[C:27]([C:25]2[CH:24]=[C:23]([C:35]([F:36])([F:38])[F:37])[N:22]=[C:21]([C:19]3[CH:18]=[CH:17][N:16]=[C:15]([C:11]4[CH:10]=[C:9]([S:6]([NH2:5])(=[O:7])=[O:8])[CH:14]=[CH:13][CH:12]=4)[CH:20]=3)[N:26]=2)[CH:32]=[CH:31][C:30]=1[Cl:33]. The catalyst class is: 4. (6) Reactant: [Br:1][C:2]1[CH:3]=[CH:4][C:5]([O:15][CH2:16][CH:17]2[CH2:19][CH2:18]2)=[C:6](/[CH:8]=[CH:9]/[C:10](OCC)=[O:11])[CH:7]=1.[H-].C([Al+]CC(C)C)C(C)C.[C@H](O)(C([O-])=O)[C@@H](O)C([O-])=O.[Na+].[K+].CCOC(C)=O. Product: [Br:1][C:2]1[CH:3]=[CH:4][C:5]([O:15][CH2:16][CH:17]2[CH2:18][CH2:19]2)=[C:6](/[CH:8]=[CH:9]/[CH2:10][OH:11])[CH:7]=1. The catalyst class is: 11. (7) Reactant: Cl.[NH2:2][C:3]1[CH:8]=[CH:7][C:6]([O:9][C:10]2[CH:15]=[CH:14][C:13]([C:16]3[N:21]([CH2:22][C:23]4[CH:28]=[CH:27][C:26]([CH3:29])=[CH:25][C:24]=4[CH3:30])[C:20](=[O:31])[C:19]([C:32]#[N:33])=[C:18]([C:34]([F:37])([F:36])[F:35])[CH:17]=3)=[CH:12][CH:11]=2)=[CH:5][CH:4]=1.[CH3:38][S:39](Cl)(=[O:41])=[O:40]. Product: [C:32]([C:19]1[C:20](=[O:31])[N:21]([CH2:22][C:23]2[CH:28]=[CH:27][C:26]([CH3:29])=[CH:25][C:24]=2[CH3:30])[C:16]([C:13]2[CH:12]=[CH:11][C:10]([O:9][C:6]3[CH:5]=[CH:4][C:3]([NH:2][S:39]([CH3:38])(=[O:41])=[O:40])=[CH:8][CH:7]=3)=[CH:15][CH:14]=2)=[CH:17][C:18]=1[C:34]([F:37])([F:35])[F:36])#[N:33]. The catalyst class is: 2. (8) Reactant: [CH3:1][C:2]1[N:7]([CH2:8][CH2:9][C:10]2[CH:18]=[CH:17][C:13]([C:14]([OH:16])=[O:15])=[CH:12][CH:11]=2)[C:6](=[O:19])[CH:5]=[C:4](OS(C(F)(F)F)(=O)=O)[CH:3]=1.[CH:28]1(OB(O)O)[CH2:30][CH2:29]1.[C:35](=O)([O-])[O-].[K+].[K+]. Product: [CH:28]1([C:4]2[CH:3]=[C:2]([CH3:1])[N:7]([CH2:8][CH2:9][C:10]3[CH:18]=[CH:17][C:13]([C:14]([O:16][CH3:35])=[O:15])=[CH:12][CH:11]=3)[C:6](=[O:19])[CH:5]=2)[CH2:30][CH2:29]1. The catalyst class is: 77. (9) Reactant: [Cl:1][C:2]1[CH:7]=[CH:6][C:5]([C:8]2[N:12]([CH:13]([CH:16]3[CH2:21][CH2:20][CH2:19][CH2:18][CH2:17]3)[CH2:14][OH:15])[C:11]3[CH:22]=[C:23]([F:27])[C:24]([F:26])=[CH:25][C:10]=3[N:9]=2)=[CH:4][CH:3]=1.[C:28]1(O)[CH:33]=[CH:32][CH:31]=[CH:30][CH:29]=1.C(P(CCCC)CCCC)CCC.CN(C)C(N=NC(N(C)C)=O)=O. Product: [Cl:1][C:2]1[CH:7]=[CH:6][C:5]([C:8]2[N:12]([CH:13]([CH:16]3[CH2:17][CH2:18][CH2:19][CH2:20][CH2:21]3)[CH2:14][O:15][C:28]3[CH:33]=[CH:32][CH:31]=[CH:30][CH:29]=3)[C:11]3[CH:22]=[C:23]([F:27])[C:24]([F:26])=[CH:25][C:10]=3[N:9]=2)=[CH:4][CH:3]=1. The catalyst class is: 7. (10) Product: [F:1][C:2]([F:7])([F:6])[C:3]([OH:5])=[O:4].[CH2:16]1[C:17]2[C:22](=[CH:21][C:20]([CH:25]([NH:27][C:28](=[O:30])[CH3:29])[CH3:26])=[CH:19][CH:18]=2)[CH2:23][CH2:24][NH:15]1. The catalyst class is: 2. Reactant: [F:1][C:2]([F:7])([F:6])[C:3]([OH:5])=[O:4].C(OC([N:15]1[CH2:24][CH2:23][C:22]2[C:17](=[CH:18][CH:19]=[C:20]([CH:25]([NH:27][C:28](=[O:30])[CH3:29])[CH3:26])[CH:21]=2)[CH2:16]1)=O)(C)(C)C.